This data is from Catalyst prediction with 721,799 reactions and 888 catalyst types from USPTO. The task is: Predict which catalyst facilitates the given reaction. (1) Reactant: [F:1][C:2]([F:13])([F:12])[C:3]1[N:4]=[C:5]2[CH:10]=[N:9][CH:8]=[CH:7][N:6]2[CH:11]=1. Product: [F:12][C:2]([F:1])([F:13])[C:3]1[N:4]=[C:5]2[CH2:10][NH:9][CH2:8][CH2:7][N:6]2[CH:11]=1. The catalyst class is: 19. (2) Reactant: C(OC([N:8]1[CH2:13][CH2:12][CH:11]([NH:14][C:15]2[N:20]=[C:19]([CH3:21])[CH:18]=[C:17]([CH3:22])[N:16]=2)[CH2:10][CH2:9]1)=O)(C)(C)C.[ClH:23]. Product: [ClH:23].[ClH:23].[CH3:21][C:19]1[CH:18]=[C:17]([CH3:22])[N:16]=[C:15]([NH:14][CH:11]2[CH2:12][CH2:13][NH:8][CH2:9][CH2:10]2)[N:20]=1. The catalyst class is: 714. (3) Reactant: C([O:5][C:6](=[O:36])[CH2:7][O:8][C:9]1[CH:14]=[CH:13][C:12]([S:15][CH:16]([C:18]2[C:19]([CH3:34])=[N:20][C:21]([C:24]3[CH:29]=[CH:28][C:27]([C:30]([F:33])([F:32])[F:31])=[CH:26][CH:25]=3)=[CH:22][CH:23]=2)[CH3:17])=[CH:11][C:10]=1[CH3:35])(C)(C)C.[OH-].[Na+]. Product: [CH3:35][C:10]1[CH:11]=[C:12]([S:15][CH:16]([C:18]2[C:19]([CH3:34])=[N:20][C:21]([C:24]3[CH:29]=[CH:28][C:27]([C:30]([F:33])([F:32])[F:31])=[CH:26][CH:25]=3)=[CH:22][CH:23]=2)[CH3:17])[CH:13]=[CH:14][C:9]=1[O:8][CH2:7][C:6]([OH:36])=[O:5]. The catalyst class is: 242.